Dataset: NCI-60 drug combinations with 297,098 pairs across 59 cell lines. Task: Regression. Given two drug SMILES strings and cell line genomic features, predict the synergy score measuring deviation from expected non-interaction effect. (1) Drug 1: CC1=C(C=C(C=C1)NC2=NC=CC(=N2)N(C)C3=CC4=NN(C(=C4C=C3)C)C)S(=O)(=O)N.Cl. Drug 2: C1CC(C1)(C(=O)O)C(=O)O.[NH2-].[NH2-].[Pt+2]. Cell line: SF-268. Synergy scores: CSS=19.1, Synergy_ZIP=-0.689, Synergy_Bliss=0.386, Synergy_Loewe=-16.8, Synergy_HSA=-1.73. (2) Drug 2: C1=CC(=C2C(=C1NCCNCCO)C(=O)C3=C(C=CC(=C3C2=O)O)O)NCCNCCO. Drug 1: CC(C1=C(C=CC(=C1Cl)F)Cl)OC2=C(N=CC(=C2)C3=CN(N=C3)C4CCNCC4)N. Cell line: HCT-15. Synergy scores: CSS=72.7, Synergy_ZIP=16.2, Synergy_Bliss=15.2, Synergy_Loewe=-12.2, Synergy_HSA=16.0. (3) Drug 1: CC1C(C(CC(O1)OC2CC(CC3=C2C(=C4C(=C3O)C(=O)C5=C(C4=O)C(=CC=C5)OC)O)(C(=O)CO)O)N)O.Cl. Drug 2: CN(C)C1=NC(=NC(=N1)N(C)C)N(C)C. Cell line: K-562. Synergy scores: CSS=-5.04, Synergy_ZIP=-2.13, Synergy_Bliss=-9.62, Synergy_Loewe=-10.4, Synergy_HSA=-9.79. (4) Drug 1: C1CCN(CC1)CCOC2=CC=C(C=C2)C(=O)C3=C(SC4=C3C=CC(=C4)O)C5=CC=C(C=C5)O. Drug 2: CNC(=O)C1=CC=CC=C1SC2=CC3=C(C=C2)C(=NN3)C=CC4=CC=CC=N4. Cell line: HOP-62. Synergy scores: CSS=4.04, Synergy_ZIP=2.63, Synergy_Bliss=3.87, Synergy_Loewe=2.56, Synergy_HSA=2.17. (5) Drug 1: COC1=C(C=C2C(=C1)N=CN=C2NC3=CC(=C(C=C3)F)Cl)OCCCN4CCOCC4. Drug 2: C1C(C(OC1N2C=C(C(=O)NC2=O)F)CO)O. Cell line: NCI-H322M. Synergy scores: CSS=47.8, Synergy_ZIP=-1.01, Synergy_Bliss=0.462, Synergy_Loewe=-0.901, Synergy_HSA=3.59. (6) Synergy scores: CSS=83.3, Synergy_ZIP=5.05, Synergy_Bliss=4.70, Synergy_Loewe=3.08, Synergy_HSA=6.99. Drug 2: C1=CC=C(C=C1)NC(=O)CCCCCCC(=O)NO. Drug 1: C1CCC(CC1)NC(=O)N(CCCl)N=O. Cell line: SR.